Regression. Given two drug SMILES strings and cell line genomic features, predict the synergy score measuring deviation from expected non-interaction effect. From a dataset of NCI-60 drug combinations with 297,098 pairs across 59 cell lines. Drug 1: CC1CCC2CC(C(=CC=CC=CC(CC(C(=O)C(C(C(=CC(C(=O)CC(OC(=O)C3CCCCN3C(=O)C(=O)C1(O2)O)C(C)CC4CCC(C(C4)OC)OCCO)C)C)O)OC)C)C)C)OC. Drug 2: C1CNP(=O)(OC1)N(CCCl)CCCl. Cell line: SF-539. Synergy scores: CSS=5.80, Synergy_ZIP=-5.11, Synergy_Bliss=-7.49, Synergy_Loewe=-82.2, Synergy_HSA=-7.14.